Dataset: Forward reaction prediction with 1.9M reactions from USPTO patents (1976-2016). Task: Predict the product of the given reaction. (1) Given the reactants [OH:1][CH:2]1[CH2:7][CH2:6][N:5]([C:8]([O:10][C:11]([CH3:14])([CH3:13])[CH3:12])=[O:9])[CH2:4][CH2:3]1.[H-].[Na+].Cl[C:18]1[C:23]([C:24]2[CH:29]=[CH:28][CH:27]=[CH:26][CH:25]=2)=[N:22][N:21]([CH2:30][C:31]2[CH:36]=[CH:35][C:34]([O:37][CH3:38])=[CH:33][CH:32]=2)[C:20](=[O:39])[CH:19]=1.CCOC(C)=O, predict the reaction product. The product is: [C:11]([O:10][C:8]([N:5]1[CH2:4][CH2:3][CH:2]([O:1][C:18]2[C:23]([C:24]3[CH:29]=[CH:28][CH:27]=[CH:26][CH:25]=3)=[N:22][N:21]([CH2:30][C:31]3[CH:36]=[CH:35][C:34]([O:37][CH3:38])=[CH:33][CH:32]=3)[C:20](=[O:39])[CH:19]=2)[CH2:7][CH2:6]1)=[O:9])([CH3:14])([CH3:13])[CH3:12]. (2) Given the reactants [CH3:1][S:2]([C:5]1[CH:12]=[CH:11][C:8](C=O)=[CH:7][CH:6]=1)(=[O:4])=[O:3].[Br-].[CH3:14][O:15][C:16]1[CH:17]=[C:18]([CH:39]=[CH:40][C:41]=1[O:42][CH3:43])[CH2:19][P+](C1C=CC=CC=1)(C1C=CC=CC=1)C1C=CC=CC=1.[O-][CH2:45]C.[Li+], predict the reaction product. The product is: [CH3:14][O:15][C:16]1[CH:17]=[C:18]([CH:19]=[CH:45][CH2:1][S:2]([C:5]2[CH:6]=[CH:7][CH:8]=[CH:11][CH:12]=2)(=[O:3])=[O:4])[CH:39]=[CH:40][C:41]=1[O:42][CH3:43]. (3) Given the reactants [Cl:1][C:2]1[CH:20]=[CH:19][C:5]([C:6]([NH:8][C:9]2[CH:14]=[CH:13][CH:12]=[C:11]([S:15](=[O:18])(=[O:17])[NH2:16])[CH:10]=2)=[O:7])=[C:4](F)[CH:3]=1.[Cl:22][C:23]1[CH:28]=[C:27]([F:29])[CH:26]=[CH:25][C:24]=1[OH:30].C(=O)([O-])[O-].[Cs+].[Cs+], predict the reaction product. The product is: [Cl:1][C:2]1[CH:20]=[CH:19][C:5]([C:6]([NH:8][C:9]2[CH:14]=[CH:13][CH:12]=[C:11]([S:15](=[O:18])(=[O:17])[NH2:16])[CH:10]=2)=[O:7])=[C:4]([O:30][C:24]2[CH:25]=[CH:26][C:27]([F:29])=[CH:28][C:23]=2[Cl:22])[CH:3]=1.